From a dataset of Forward reaction prediction with 1.9M reactions from USPTO patents (1976-2016). Predict the product of the given reaction. (1) Given the reactants [OH:1][CH2:2][CH:3]1[CH2:8][CH:7]2[O:9][CH:4]1[CH:5]=[CH:6]2.N1C=CC=CC=1.[C:16](OC(=O)C)(=[O:18])[CH3:17], predict the reaction product. The product is: [C:16]([O:1][CH2:2][CH:3]1[CH2:8][CH:7]2[O:9][CH:4]1[CH:5]=[CH:6]2)(=[O:18])[CH3:17]. (2) The product is: [C:1]1([C@@H:7]([NH:10][C:11]([C:13]2[C:22]3[C:17](=[CH:18][CH:19]=[CH:20][CH:21]=3)[C:16](=[O:23])[N:15]([C:24]3[CH:29]=[CH:28][CH:27]=[CH:26][CH:25]=3)[C:14]=2[CH2:30][N:33]([CH3:34])[CH3:32])=[O:12])[CH2:8][CH3:9])[CH:6]=[CH:5][CH:4]=[CH:3][CH:2]=1. Given the reactants [C:1]1([C@@H:7]([NH:10][C:11]([C:13]2[C:22]3[C:17](=[CH:18][CH:19]=[CH:20][CH:21]=3)[C:16](=[O:23])[N:15]([C:24]3[CH:29]=[CH:28][CH:27]=[CH:26][CH:25]=3)[C:14]=2[CH2:30]Br)=[O:12])[CH2:8][CH3:9])[CH:6]=[CH:5][CH:4]=[CH:3][CH:2]=1.[CH3:32][NH:33][CH3:34], predict the reaction product. (3) Given the reactants [F:1][C:2]1[CH:3]=[C:4]([C:17]#[N:18])[CH:5]=[C:6]([B:8]2[O:12]C(C)(C)C(C)(C)[O:9]2)[CH:7]=1.I([O-])(=O)(=O)=O.[Na+].C([O-])(=O)C.[NH4+].O, predict the reaction product. The product is: [C:17]([C:4]1[CH:5]=[C:6]([B:8]([OH:12])[OH:9])[CH:7]=[C:2]([F:1])[CH:3]=1)#[N:18]. (4) Given the reactants C(=O)([O-])[O-].[K+].[K+].[NH:7]1[CH2:12][CH2:11][CH2:10][CH:9]([CH2:13][OH:14])[CH2:8]1.[C:15](O[C:15]([O:17][C:18]([CH3:21])([CH3:20])[CH3:19])=[O:16])([O:17][C:18]([CH3:21])([CH3:20])[CH3:19])=[O:16], predict the reaction product. The product is: [C:18]([O:17][C:15]([N:7]1[CH2:12][CH2:11][CH2:10][CH:9]([CH2:13][OH:14])[CH2:8]1)=[O:16])([CH3:21])([CH3:20])[CH3:19]. (5) Given the reactants [Cl:1][C:2]1[CH:7]=[C:6]([Cl:8])[N:5]=[C:4]([S:9][C:10]2[CH:15]=[CH:14][C:13](NC(=O)CC(F)(F)F)=[CH:12][CH:11]=2)[N:3]=1.ClC1C=C(NC2C=CC=CN=2)N=C(SC2C=CC(NC(=O)CC(F)(F)F)=CC=2)N=1.ClCS(C1C=C(S(CCl)(=O)=O)N=CN=1)(=O)=O.SC1C=CC([C:74]([NH:76][CH2:77][C:78]([F:81])([F:80])[F:79])=[O:75])=CC=1.C(N(CC)CC)C, predict the reaction product. The product is: [Cl:8][C:6]1[CH:7]=[C:2]([Cl:1])[N:3]=[C:4]([S:9][C:10]2[CH:11]=[CH:12][C:13]([C:74]([NH:76][CH2:77][C:78]([F:81])([F:80])[F:79])=[O:75])=[CH:14][CH:15]=2)[N:5]=1.